From a dataset of Full USPTO retrosynthesis dataset with 1.9M reactions from patents (1976-2016). Predict the reactants needed to synthesize the given product. (1) Given the product [Cl:1][C:2]1[N:10]=[C:9]([Cl:11])[CH:8]=[C:7]([C:12]([F:15])([F:14])[F:13])[C:3]=1[C:4]([Cl:18])=[O:5], predict the reactants needed to synthesize it. The reactants are: [Cl:1][C:2]1[N:10]=[C:9]([Cl:11])[CH:8]=[C:7]([C:12]([F:15])([F:14])[F:13])[C:3]=1[C:4](O)=[O:5].S(Cl)([Cl:18])=O. (2) Given the product [NH:8]1[CH2:13][CH2:12][CH2:11][CH2:10][CH:9]1[CH2:14][CH2:15][O:16][C:17]1[CH:18]=[CH:19][C:20]([C:23]2[NH:27][C:26]3[CH:28]=[CH:29][C:30]([C:32]([NH2:33])=[O:34])=[CH:31][C:25]=3[N:24]=2)=[CH:21][CH:22]=1, predict the reactants needed to synthesize it. The reactants are: C(OC([N:8]1[CH2:13][CH2:12][CH2:11][CH2:10][CH:9]1[CH2:14][CH2:15][O:16][C:17]1[CH:22]=[CH:21][C:20]([C:23]2[NH:27][C:26]3[CH:28]=[CH:29][C:30]([C:32](=[O:34])[NH2:33])=[CH:31][C:25]=3[N:24]=2)=[CH:19][CH:18]=1)=O)(C)(C)C.C(O)(C(F)(F)F)=O. (3) The reactants are: [CH2:1]([N:8]1[C:12]2[CH:13]=[C:14](Cl)[C:15]3[N:16]([C:17]([CH3:20])=[N:18][N:19]=3)[C:11]=2[N:10]=[C:9]1[CH3:22])[C:2]1[CH:7]=[CH:6][CH:5]=[CH:4][CH:3]=1.Cl.[CH3:24][N:25]1[CH2:30][CH2:29][CH:28]([NH2:31])[CH2:27][CH2:26]1.CC([O-])(C)C.[Na+].CC1(C)C2C=CC=C(P(C3C=CC=CC=3)C3C=CC=CC=3)C=2OC2C1=CC=CC=2P(C1C=CC=CC=1)C1C=CC=CC=1. Given the product [CH2:1]([N:8]1[C:12]2[CH:13]=[C:14]([NH:31][CH:28]3[CH2:29][CH2:30][N:25]([CH3:24])[CH2:26][CH2:27]3)[C:15]3[N:16]([C:17]([CH3:20])=[N:18][N:19]=3)[C:11]=2[N:10]=[C:9]1[CH3:22])[C:2]1[CH:7]=[CH:6][CH:5]=[CH:4][CH:3]=1, predict the reactants needed to synthesize it. (4) Given the product [CH2:1]([N:8]1[CH2:17][CH2:16][C:15]2[C:10](=[CH:11][CH:12]=[N:13][C:14]=2[O:18][CH2:24][CH2:25][CH2:26][CH:27]2[CH2:32][CH2:31][N:30]([C:33]([O:35][CH:36]([CH3:37])[CH3:38])=[O:34])[CH2:29][CH2:28]2)[CH2:9]1)[C:2]1[CH:7]=[CH:6][CH:5]=[CH:4][CH:3]=1, predict the reactants needed to synthesize it. The reactants are: [CH2:1]([N:8]1[CH2:17][CH2:16][C:15]2[C:14](=[O:18])[NH:13][CH:12]=[CH:11][C:10]=2[CH2:9]1)[C:2]1[CH:7]=[CH:6][CH:5]=[CH:4][CH:3]=1.CS(O[CH2:24][CH2:25][CH2:26][CH:27]1[CH2:32][CH2:31][N:30]([C:33]([O:35][CH:36]([CH3:38])[CH3:37])=[O:34])[CH2:29][CH2:28]1)(=O)=O.C(=O)([O-])[O-].[Cs+].[Cs+]. (5) Given the product [CH:15]1([N:18]2[C:24]3[N:25]=[CH:26][C:27]([CH2:29][CH2:30][O:31][C:39]4[C:48]5[C:43](=[CH:44][CH:45]=[CH:46][CH:47]=5)[N:42]=[CH:41][CH:40]=4)=[CH:28][C:23]=3[C:22](=[O:32])[NH:21][C:20]3[C:33]([CH3:37])=[CH:34][CH:35]=[N:36][C:19]2=3)[CH2:17][CH2:16]1, predict the reactants needed to synthesize it. The reactants are: N(C(OC(C)C)=O)=NC(OC(C)C)=O.[CH:15]1([N:18]2[C:24]3[N:25]=[CH:26][C:27]([CH2:29][CH2:30][OH:31])=[CH:28][C:23]=3[C:22](=[O:32])[NH:21][C:20]3[C:33]([CH3:37])=[CH:34][CH:35]=[N:36][C:19]2=3)[CH2:17][CH2:16]1.O[C:39]1[C:48]2[C:43](=[CH:44][CH:45]=[CH:46][CH:47]=2)[N:42]=[CH:41][CH:40]=1.C1C=CC(P(C2C=CC=CC=2)C2C=CC=CC=2)=CC=1. (6) Given the product [Cl:28][CH2:29][CH2:30][CH2:31][CH2:32][CH:9]([C:6]1[CH:5]=[CH:4][C:3]([S:2][CH3:1])=[CH:8][CH:7]=1)[C:10]([OH:12])=[O:11], predict the reactants needed to synthesize it. The reactants are: [CH3:1][S:2][C:3]1[CH:8]=[CH:7][C:6]([CH2:9][C:10]([OH:12])=[O:11])=[CH:5][CH:4]=1.C[Si]([N-][Si](C)(C)C)(C)C.[Na+].C1COCC1.[Cl:28][CH2:29][CH2:30][CH2:31][CH2:32]I.